From a dataset of Catalyst prediction with 721,799 reactions and 888 catalyst types from USPTO. Predict which catalyst facilitates the given reaction. (1) Reactant: [CH3:1][NH:2][C:3]1[CH:4]=[N:5][CH:6]=[CH:7][C:8]=1[C:9]1[CH:14]=[CH:13][CH:12]=[CH:11][C:10]=1[CH3:15].[Cl:16][C:17]1[CH:22]=[C:21]([Cl:23])[N:20]=[C:19]([C:24](O)=[O:25])[CH:18]=1. Product: [CH3:1][N:2]([C:3]1[CH:4]=[N:5][CH:6]=[CH:7][C:8]=1[C:9]1[CH:14]=[CH:13][CH:12]=[CH:11][C:10]=1[CH3:15])[C:24]([C:19]1[CH:18]=[C:17]([Cl:16])[CH:22]=[C:21]([Cl:23])[N:20]=1)=[O:25]. The catalyst class is: 243. (2) Reactant: C(#N)C.[N:4]1[CH:9]=[CH:8][CH:7]=[CH:6][C:5]=1[S:10]([NH:13][CH2:14][C:15]1[N:20]=[C:19]([NH:21][CH2:22][C:23]([O:25][CH2:26][CH3:27])=[O:24])[CH:18]=[CH:17][CH:16]=1)(=[O:12])=[O:11].[F:28][CH:29]([F:44])[O:30][CH2:31][CH2:32][C:33]([C:36]1[CH:43]=[CH:42][C:39]([CH2:40]Br)=[CH:38][CH:37]=1)([CH3:35])[CH3:34].C(=O)([O-])[O-].[K+].[K+]. Product: [F:28][CH:29]([F:44])[O:30][CH2:31][CH2:32][C:33]([C:36]1[CH:43]=[CH:42][C:39]([CH2:40][CH:14]([NH:13][S:10]([C:5]2[CH:6]=[CH:7][CH:8]=[CH:9][N:4]=2)(=[O:11])=[O:12])[C:15]2[N:20]=[C:19]([NH:21][CH2:22][C:23]([O:25][CH2:26][CH3:27])=[O:24])[CH:18]=[CH:17][CH:16]=2)=[CH:38][CH:37]=1)([CH3:35])[CH3:34]. The catalyst class is: 6. (3) Reactant: [CH3:1][C:2]1[C:3]([NH:20][C:21]2[CH:26]=[CH:25][C:24]([C:27]([F:30])([F:29])[F:28])=[CH:23][CH:22]=2)=[N:4][C:5](SC)=[N:6][C:7]=1[C:8]1[CH:17]=[C:16]2[C:11]([CH:12]=[CH:13][CH:14]=[N:15]2)=[CH:10][CH:9]=1.O[O:32][S:33]([O-:35])=O.[K+].[C:37]([O-])(O)=O.[Na+]. Product: [CH3:1][C:2]1[C:3]([NH:20][C:21]2[CH:26]=[CH:25][C:24]([C:27]([F:29])([F:30])[F:28])=[CH:23][CH:22]=2)=[N:4][C:5]([S:33]([CH3:37])(=[O:35])=[O:32])=[N:6][C:7]=1[C:8]1[CH:17]=[C:16]2[C:11]([CH:12]=[CH:13][CH:14]=[N:15]2)=[CH:10][CH:9]=1. The catalyst class is: 5. (4) Reactant: [H-].[Na+].[F:3][CH:4]([F:30])[C:5]1[CH:6]=[C:7]([N:11]2[C:16]3[CH2:17][CH2:18][C:19](=[O:20])[C:15]=3[CH:14]([C:21]3[CH:28]=[CH:27][C:24]([C:25]#[N:26])=[CH:23][CH:22]=3)[NH:13][C:12]2=[O:29])[CH:8]=[CH:9][CH:10]=1.[CH3:31]I.O. Product: [F:30][CH:4]([F:3])[C:5]1[CH:6]=[C:7]([N:11]2[C:16]3[CH2:17][CH2:18][C:19](=[O:20])[C:15]=3[CH:14]([C:21]3[CH:22]=[CH:23][C:24]([C:25]#[N:26])=[CH:27][CH:28]=3)[N:13]([CH3:31])[C:12]2=[O:29])[CH:8]=[CH:9][CH:10]=1. The catalyst class is: 7. (5) Reactant: [CH2:1]([O:8][C:9]1[CH:18]=[C:17]2[C:12]([C:13](Cl)=[CH:14][CH:15]=[N:16]2)=[CH:11][C:10]=1[C:20]#[N:21])[C:2]1[CH:7]=[CH:6][CH:5]=[CH:4][CH:3]=1.[F:22][C:23]1[CH:24]=[C:25]([OH:32])[CH:26]=[CH:27][C:28]=1[N+:29]([O-:31])=[O:30].C(N(CC)C(C)C)(C)C.O. Product: [CH2:1]([O:8][C:9]1[CH:18]=[C:17]2[C:12]([C:13]([O:32][C:25]3[CH:26]=[CH:27][C:28]([N+:29]([O-:31])=[O:30])=[C:23]([F:22])[CH:24]=3)=[CH:14][CH:15]=[N:16]2)=[CH:11][C:10]=1[C:20]#[N:21])[C:2]1[CH:7]=[CH:6][CH:5]=[CH:4][CH:3]=1. The catalyst class is: 60. (6) Reactant: [OH:1][CH:2]1[CH2:5][N:4]([C:6]2[CH:11]=[CH:10][C:9]([N:12]3[CH2:16][C@H:15]([CH2:17][O:18][C:19]4[CH:23]=[CH:22][O:21][N:20]=4)[O:14][C:13]3=[O:24])=[CH:8][C:7]=2[F:25])[CH2:3]1.O. Product: [O:1]=[C:2]1[CH2:5][N:4]([C:6]2[CH:11]=[CH:10][C:9]([N:12]3[CH2:16][C@H:15]([CH2:17][O:18][C:19]4[CH:23]=[CH:22][O:21][N:20]=4)[O:14][C:13]3=[O:24])=[CH:8][C:7]=2[F:25])[CH2:3]1. The catalyst class is: 16.